This data is from Reaction yield outcomes from USPTO patents with 853,638 reactions. The task is: Predict the reaction yield, written as a fraction of the theoretical maximum amount of product (1.0 means a 100% yield; for example, 0.34 means a 34% yield). (1) The reactants are [C:1]([NH:4][C:5]1[CH:13]=[CH:12][CH:11]=[C:10]2[C:6]=1[C:7](=[O:35])[N:8]([CH:15]([C:20]1[CH:25]=[CH:24][C:23]([O:26][CH:27]([F:29])[F:28])=[C:22]([O:30][CH2:31][CH:32]3[CH2:34][CH2:33]3)[CH:21]=1)[CH2:16][C:17]([OH:19])=O)[C:9]2=[O:14])(=[O:3])[CH3:2].C(N1C=CN=C1)([N:38]1C=CN=C1)=O.[OH-].[NH4+].O. The catalyst is O1CCCC1. The product is [C:1]([NH:4][C:5]1[CH:13]=[CH:12][CH:11]=[C:10]2[C:6]=1[C:7](=[O:35])[N:8]([CH:15]([C:20]1[CH:25]=[CH:24][C:23]([O:26][CH:27]([F:29])[F:28])=[C:22]([O:30][CH2:31][CH:32]3[CH2:33][CH2:34]3)[CH:21]=1)[CH2:16][C:17]([NH2:38])=[O:19])[C:9]2=[O:14])(=[O:3])[CH3:2]. The yield is 0.810. (2) The reactants are [CH3:1][O:2][CH2:3][N:4]1[C:8]2[CH:9]=[CH:10][C:11]([CH:13]([C:15]3[CH:19]=[CH:18][N:17]([C:20]4[N:25]=[N:24][C:23]([C:26](OCC)=[O:27])=[CH:22][CH:21]=4)[N:16]=3)[CH3:14])=[CH:12][C:7]=2[S:6][C:5]1=[O:31].[BH4-].[Na+]. The catalyst is O1CCCC1. The product is [OH:27][CH2:26][C:23]1[N:24]=[N:25][C:20]([N:17]2[CH:18]=[CH:19][C:15]([CH:13]([C:11]3[CH:10]=[CH:9][C:8]4[N:4]([CH2:3][O:2][CH3:1])[C:5](=[O:31])[S:6][C:7]=4[CH:12]=3)[CH3:14])=[N:16]2)=[CH:21][CH:22]=1. The yield is 0.450. (3) The reactants are B(F)(F)F.CC[O:7][CH2:8][CH3:9].OCC[C:13]#[C:14][C:15]([O:17][CH2:18][C:19]1[CH:24]=[CH:23][CH:22]=[CH:21][CH:20]=1)=O.C(=O)(O)[O-:26].[Na+]. The catalyst is C(O)C1C=CC=CC=1.[Hg]=O. The product is [CH2:18]([O:17][C:15]1[CH2:14][CH2:13][O:7][C:8](=[O:26])[CH:9]=1)[C:19]1[CH:20]=[CH:21][CH:22]=[CH:23][CH:24]=1. The yield is 0.550. (4) The reactants are [NH:1]1[CH2:6][CH2:5][O:4][CH2:3][CH2:2]1.F[C:8]1[CH:13]=[CH:12][C:11]([C:14](=[O:16])[CH3:15])=[CH:10][CH:9]=1. The catalyst is O. The product is [N:1]1([C:8]2[CH:13]=[CH:12][C:11]([C:14](=[O:16])[CH3:15])=[CH:10][CH:9]=2)[CH2:6][CH2:5][O:4][CH2:3][CH2:2]1. The yield is 0.930.